Dataset: Reaction yield outcomes from USPTO patents with 853,638 reactions. Task: Predict the reaction yield, written as a fraction of the theoretical maximum amount of product (1.0 means a 100% yield; for example, 0.34 means a 34% yield). (1) The reactants are [Cl:1][C:2]1[CH:30]=[CH:29][C:5]2[NH:6][C:7]([CH:9]([NH:11][C:12](=[O:28])[C:13]3[CH:18]=[CH:17][C:16]([C:19]([N:21]4[CH2:25][CH2:24][CH2:23][CH2:22]4)=[O:20])=[C:15]([C:26]#[CH:27])[CH:14]=3)[CH3:10])=[N:8][C:4]=2[CH:3]=1.[H][H]. The catalyst is O1CCOCC1.O.[Pt]. The product is [Cl:1][C:2]1[CH:30]=[CH:29][C:5]2[NH:6][C:7]([CH:9]([NH:11][C:12](=[O:28])[C:13]3[CH:18]=[CH:17][C:16]([C:19]([N:21]4[CH2:22][CH2:23][CH2:24][CH2:25]4)=[O:20])=[C:15]([CH2:26][CH3:27])[CH:14]=3)[CH3:10])=[N:8][C:4]=2[CH:3]=1. The yield is 0.990. (2) The reactants are [CH2:1]([O:8][C:9]1[CH:10]=[C:11]([CH:27]=[C:28]([O:38][CH2:39][C:40]2[CH:45]=[CH:44][CH:43]=[CH:42][CH:41]=2)[C:29]=1[O:30][CH2:31][C:32]1[CH:37]=[CH:36][CH:35]=[CH:34][CH:33]=1)[C:12]([O:14][C:15]1[CH:20]=[CH:19][CH:18]=[C:17]([C:21]([O:23]CC=C)=[O:22])[CH:16]=1)=[O:13])[C:2]1[CH:7]=[CH:6][CH:5]=[CH:4][CH:3]=1.C1([SiH3])C=CC=CC=1.O. The catalyst is C(Cl)Cl.C1C=CC([P]([Pd]([P](C2C=CC=CC=2)(C2C=CC=CC=2)C2C=CC=CC=2)([P](C2C=CC=CC=2)(C2C=CC=CC=2)C2C=CC=CC=2)[P](C2C=CC=CC=2)(C2C=CC=CC=2)C2C=CC=CC=2)(C2C=CC=CC=2)C2C=CC=CC=2)=CC=1. The product is [CH2:1]([O:8][C:9]1[CH:10]=[C:11]([CH:27]=[C:28]([O:38][CH2:39][C:40]2[CH:45]=[CH:44][CH:43]=[CH:42][CH:41]=2)[C:29]=1[O:30][CH2:31][C:32]1[CH:33]=[CH:34][CH:35]=[CH:36][CH:37]=1)[C:12]([O:14][C:15]1[CH:16]=[C:17]([CH:18]=[CH:19][CH:20]=1)[C:21]([OH:23])=[O:22])=[O:13])[C:2]1[CH:7]=[CH:6][CH:5]=[CH:4][CH:3]=1. The yield is 0.680. (3) The reactants are N[C:2]1[C:10]([I:11])=[C:9]([CH3:12])[CH:8]=[CH:7][C:3]=1[C:4]([OH:6])=[O:5].C1C=CN=CC=1.[FH:19].N([O-])=O.[Na+]. No catalyst specified. The product is [F:19][C:2]1[C:10]([I:11])=[C:9]([CH3:12])[CH:8]=[CH:7][C:3]=1[C:4]([OH:6])=[O:5]. The yield is 0.890. (4) The reactants are [CH:1]([S:4]([C:7]1[CH:12]=[CH:11][C:10]([C:13]2[N:14]=[C:15]3[C:21]([N:22]4[CH2:30][C:29]5[C:24](=[CH:25][CH:26]=[C:27]([C:31]#[N:32])[CH:28]=5)[C:23]4=[O:33])=[CH:20][N:19]([C:34]([C:47]4[CH:52]=[CH:51][CH:50]=[CH:49][CH:48]=4)([C:41]4[CH:46]=[CH:45][CH:44]=[CH:43][CH:42]=4)[C:35]4[CH:40]=[CH:39][CH:38]=[CH:37][CH:36]=4)[C:16]3=[N:17][CH:18]=2)=[CH:9][CH:8]=1)(=[O:6])=[O:5])([CH3:3])[CH3:2].[BH4-].[Na+].O. The catalyst is C(Cl)Cl.CO. The product is [NH2:32][CH2:31][C:27]1[CH:28]=[C:29]2[C:24](=[CH:25][CH:26]=1)[C:23](=[O:33])[N:22]([C:21]1[C:15]3[C:16](=[N:17][CH:18]=[C:13]([C:10]4[CH:9]=[CH:8][C:7]([S:4]([CH:1]([CH3:3])[CH3:2])(=[O:6])=[O:5])=[CH:12][CH:11]=4)[N:14]=3)[N:19]([C:34]([C:47]3[CH:48]=[CH:49][CH:50]=[CH:51][CH:52]=3)([C:35]3[CH:36]=[CH:37][CH:38]=[CH:39][CH:40]=3)[C:41]3[CH:46]=[CH:45][CH:44]=[CH:43][CH:42]=3)[CH:20]=1)[CH2:30]2. The yield is 0.880. (5) The yield is 0.830. The product is [CH:8]([C:10]1[CH:11]=[C:12]2[C:17](=[CH:18][CH:19]=1)[CH:16]=[C:15]([S:20]([CH2:23][CH2:24][C:25]([OH:27])=[O:26])(=[O:21])=[O:22])[CH:14]=[CH:13]2)=[CH2:9]. The reactants are FC(F)(F)C(O)=O.[CH:8]([C:10]1[CH:11]=[C:12]2[C:17](=[CH:18][CH:19]=1)[CH:16]=[C:15]([S:20]([CH2:23][CH2:24][C:25]([O:27]C(C)(C)C)=[O:26])(=[O:22])=[O:21])[CH:14]=[CH:13]2)=[CH2:9]. The catalyst is C1(C)C=CC=CC=1. (6) The reactants are [NH2:1][S:2]([C:5]1[CH:6]=[CH:7][C:8]([F:14])=[C:9]([CH:13]=1)[C:10](O)=[O:11])(=[O:4])=[O:3].[CH3:15][NH2:16].O1CCCC1. The catalyst is ClCCl. The product is [NH2:1][S:2]([C:5]1[CH:6]=[CH:7][C:8]([F:14])=[C:9]([CH:13]=1)[C:10]([NH:16][CH3:15])=[O:11])(=[O:4])=[O:3]. The yield is 0.230. (7) The reactants are [NH2:1][C:2]1[CH:15]=[C:14]([CH3:16])[CH:13]=[CH:12][C:3]=1[C:4]([C:6]1[CH:11]=[CH:10][CH:9]=[CH:8][CH:7]=1)=O.[NH2:17][C:18](N)=S.CS(C)=O. The catalyst is CCCCCC.CCOC(C)=O. The product is [C:6]1([C:4]2[C:3]3[C:2](=[CH:15][C:14]([CH3:16])=[CH:13][CH:12]=3)[N:1]=[CH:18][N:17]=2)[CH:11]=[CH:10][CH:9]=[CH:8][CH:7]=1. The yield is 0.990.